Dataset: Full USPTO retrosynthesis dataset with 1.9M reactions from patents (1976-2016). Task: Predict the reactants needed to synthesize the given product. Given the product [C:1]([C:3]1([C:6]2[CH:7]=[C:8]([CH:24]=[CH:25][CH:26]=2)[CH2:9][N:10]2[C:18]3[C:13](=[CH:14][C:15]([C:19]([NH:38][C@H:36]([C:32]4[CH:33]=[CH:34][CH:35]=[C:30]([CH:27]5[CH2:29][CH2:28]5)[CH:31]=4)[CH3:37])=[O:20])=[CH:16][CH:17]=3)[C:12]([CH3:22])=[C:11]2[CH3:23])[CH2:5][CH2:4]1)#[N:2], predict the reactants needed to synthesize it. The reactants are: [C:1]([C:3]1([C:6]2[CH:7]=[C:8]([CH:24]=[CH:25][CH:26]=2)[CH2:9][N:10]2[C:18]3[C:13](=[CH:14][C:15]([C:19](O)=[O:20])=[CH:16][CH:17]=3)[C:12]([CH3:22])=[C:11]2[CH3:23])[CH2:5][CH2:4]1)#[N:2].[CH:27]1([C:30]2[CH:31]=[C:32]([C@@H:36]([NH2:38])[CH3:37])[CH:33]=[CH:34][CH:35]=2)[CH2:29][CH2:28]1.